From a dataset of Forward reaction prediction with 1.9M reactions from USPTO patents (1976-2016). Predict the product of the given reaction. Given the reactants [Cl:1][C:2]1[CH:7]=[CH:6][C:5]([N:8]([C:12]2[CH:17]=[CH:16][CH:15]=[CH:14][C:13]=2[C:18]([F:21])([F:20])[F:19])[C:9](=[O:11])[NH2:10])=[CH:4][C:3]=1C(O)=O.[NH2:25][C:26]1[CH:27]=[N:28][CH:29]=[CH:30][CH:31]=1.C(Cl)Cl.CS(C)=O.[CH2:39]1[CH2:43][O:42][CH2:41][CH2:40]1, predict the reaction product. The product is: [Cl:1][C:2]1([C:9](=[O:11])[NH:8][C:5]2[CH:6]=[CH:41][CH:40]=[C:39]([C:43](=[O:42])[NH:25][C:26]3[CH:27]=[N:28][CH:29]=[CH:30][CH:31]=3)[CH:4]=2)[CH:7]=[CH:6][C:5]([N:8]([C:12]2[CH:17]=[CH:16][CH:15]=[CH:14][C:13]=2[C:18]([F:20])([F:21])[F:19])[C:9](=[O:11])[NH2:10])=[CH:4][CH2:3]1.